Task: Predict the reactants needed to synthesize the given product.. Dataset: Full USPTO retrosynthesis dataset with 1.9M reactions from patents (1976-2016) (1) Given the product [F:1][C:2]([F:21])([F:22])[C:3]1[CH:20]=[CH:19][C:6]([CH2:7][O:8][N:9]=[C:10]([C:12]2[CH:17]=[CH:16][C:15]([O:18][CH2:25][C:24]#[CH:23])=[CH:14][CH:13]=2)[CH3:11])=[CH:5][CH:4]=1, predict the reactants needed to synthesize it. The reactants are: [F:1][C:2]([F:22])([F:21])[C:3]1[CH:20]=[CH:19][C:6]([CH2:7][O:8][N:9]=[C:10]([C:12]2[CH:17]=[CH:16][C:15]([OH:18])=[CH:14][CH:13]=2)[CH3:11])=[CH:5][CH:4]=1.[CH2:23](Cl)[C:24]#[CH:25].CN(C=O)C. (2) Given the product [CH2:1]([O:8][C:9]1[CH:10]=[C:11]([CH:21]=[C:22]([O:24][C:25]2([CH2:29][O:30][Si:45]([C:41]([CH3:44])([CH3:43])[CH3:42])([CH3:47])[CH3:46])[CH2:28][CH2:27][CH2:26]2)[CH:23]=1)[C:12]([NH:14][C:15]1[CH:19]=[CH:18][N:17]([CH3:20])[N:16]=1)=[O:13])[C:2]1[CH:7]=[CH:6][CH:5]=[CH:4][CH:3]=1, predict the reactants needed to synthesize it. The reactants are: [CH2:1]([O:8][C:9]1[CH:10]=[C:11]([CH:21]=[C:22]([O:24][C:25]2([CH2:29][OH:30])[CH2:28][CH2:27][CH2:26]2)[CH:23]=1)[C:12]([NH:14][C:15]1[CH:19]=[CH:18][N:17]([CH3:20])[N:16]=1)=[O:13])[C:2]1[CH:7]=[CH:6][CH:5]=[CH:4][CH:3]=1.CN(C=O)C.N1C=CN=C1.[C:41]([Si:45](Cl)([CH3:47])[CH3:46])([CH3:44])([CH3:43])[CH3:42]. (3) Given the product [CH2:27]([N:34]1[CH2:35][CH2:36][N:37]([CH2:40][C:41]([N:43]([C:45]2[CH:46]=[CH:47][C:48]([NH:49]/[C:16](=[C:6]3\[C:5](=[O:26])[NH:4][C:12]4[C:7]\3=[CH:8][C:9]([N+:13]([O-:15])=[O:14])=[CH:10][CH:11]=4)/[C:17]3[CH:18]=[CH:19][CH:20]=[CH:21][CH:22]=3)=[CH:50][CH:51]=2)[CH3:44])=[O:42])[CH2:38][CH2:39]1)[C:28]1[CH:29]=[CH:30][CH:31]=[CH:32][CH:33]=1, predict the reactants needed to synthesize it. The reactants are: C([N:4]1[C:12]2[C:7](=[CH:8][C:9]([N+:13]([O-:15])=[O:14])=[CH:10][CH:11]=2)[C:6](=[C:16](OCC)[C:17]2[CH:22]=[CH:21][CH:20]=[CH:19][CH:18]=2)[C:5]1=[O:26])(=O)C.[CH2:27]([N:34]1[CH2:39][CH2:38][N:37]([CH2:40][C:41]([N:43]([C:45]2[CH:51]=[CH:50][C:48]([NH2:49])=[CH:47][CH:46]=2)[CH3:44])=[O:42])[CH2:36][CH2:35]1)[C:28]1[CH:33]=[CH:32][CH:31]=[CH:30][CH:29]=1.[OH-].[Na+]. (4) Given the product [C:22]([O:26][C:27]([N:29]1[CH2:34][CH2:33][CH:32]([CH2:35][C:36](=[O:37])[NH:1][C:2]2[CH:3]=[C:4]3[C:20](=[O:21])[NH:19][N:18]=[CH:17][C:6]4=[C:7]([C:11]5[CH:12]=[CH:13][CH:14]=[CH:15][CH:16]=5)[NH:8][C:9]([CH:10]=2)=[C:5]34)[CH2:31][CH2:30]1)=[O:28])([CH3:25])([CH3:24])[CH3:23], predict the reactants needed to synthesize it. The reactants are: [NH2:1][C:2]1[CH:3]=[C:4]2[C:20](=[O:21])[NH:19][N:18]=[CH:17][C:6]3=[C:7]([C:11]4[CH:16]=[CH:15][CH:14]=[CH:13][CH:12]=4)[NH:8][C:9]([CH:10]=1)=[C:5]23.[C:22]([O:26][C:27]([N:29]1[CH2:34][CH2:33][CH:32]([CH2:35][C:36](O)=[O:37])[CH2:31][CH2:30]1)=[O:28])([CH3:25])([CH3:24])[CH3:23].C(N(CC)CC)C.F[P-](F)(F)(F)(F)F.N1(OC(N(C)C)=[N+](C)C)C2N=CC=CC=2N=N1.